From a dataset of Forward reaction prediction with 1.9M reactions from USPTO patents (1976-2016). Predict the product of the given reaction. (1) Given the reactants [CH3:1][O:2][C:3]1[C:8]([C:9]2[CH:14]=[CH:13][CH:12]=[C:11]([N+:15]([O-])=O)[CH:10]=2)=[CH:7][C:6]([C:18]([NH:20][C:21]2[CH:26]=[CH:25][C:24]([C:27]3[CH:32]=[CH:31][C:30]([O:33][CH:34]4[CH2:39][CH2:38][N:37]([CH3:40])[CH2:36][CH2:35]4)=[CH:29][CH:28]=3)=[CH:23][CH:22]=2)=[O:19])=[CH:5][CH:4]=1, predict the reaction product. The product is: [NH2:15][C:11]1[CH:10]=[C:9]([C:8]2[C:3]([O:2][CH3:1])=[CH:4][CH:5]=[C:6]([C:18]([NH:20][C:21]3[CH:26]=[CH:25][C:24]([C:27]4[CH:32]=[CH:31][C:30]([O:33][CH:34]5[CH2:39][CH2:38][N:37]([CH3:40])[CH2:36][CH2:35]5)=[CH:29][CH:28]=4)=[CH:23][CH:22]=3)=[O:19])[CH:7]=2)[CH:14]=[CH:13][CH:12]=1. (2) Given the reactants C([NH:8][C@@H:9]1[C@H:13]([F:14])[CH2:12][N:11]([C:15]([O:17][C:18]([CH3:21])([CH3:20])[CH3:19])=[O:16])[CH2:10]1)C1C=CC=CC=1, predict the reaction product. The product is: [NH2:8][C@@H:9]1[C@H:13]([F:14])[CH2:12][N:11]([C:15]([O:17][C:18]([CH3:21])([CH3:20])[CH3:19])=[O:16])[CH2:10]1. (3) Given the reactants [NH2:1][C@H:2]([C@H:10]([OH:32])[CH2:11][CH2:12][N:13]([CH2:23][C:24]1[CH:29]=[CH:28][C:27]([CH2:30][CH3:31])=[CH:26][CH:25]=1)[CH2:14][C:15]1[CH:20]=[CH:19][C:18]([CH2:21][CH3:22])=[CH:17][CH:16]=1)[CH2:3][C:4]1[CH:9]=[CH:8][CH:7]=[CH:6][CH:5]=1.[CH:33]1[C:43]2[CH:42]=[C:41]([C:44](O)=[O:45])[C:40]3[CH:47]=[CH:48][CH:49]=[CH:50][C:39]=3[O:38][C:37]=2[CH:36]=[CH:35][CH:34]=1.CN(C(ON1N=NC2C=CC=CC1=2)=[N+](C)C)C.F[P-](F)(F)(F)(F)F.C(N(C(C)C)C(C)C)C, predict the reaction product. The product is: [CH2:3]([C@H:2]([NH:1][C:44]([C:41]1[C:40]2[CH:47]=[CH:48][CH:49]=[CH:50][C:39]=2[O:38][C:37]2[CH:36]=[CH:35][CH:34]=[CH:33][C:43]=2[CH:42]=1)=[O:45])[C@H:10]([OH:32])[CH2:11][CH2:12][N:13]([CH2:23][C:24]1[CH:25]=[CH:26][C:27]([CH2:30][CH3:31])=[CH:28][CH:29]=1)[CH2:14][C:15]1[CH:16]=[CH:17][C:18]([CH2:21][CH3:22])=[CH:19][CH:20]=1)[C:4]1[CH:5]=[CH:6][CH:7]=[CH:8][CH:9]=1. (4) Given the reactants [NH:1]1[C:5]2=[C:6]([NH:10][C:11]([CH:13]3[CH2:15][CH2:14]3)=[O:12])[N:7]=[CH:8][CH:9]=[C:4]2[CH:3]=[CH:2]1.[Cl-].[Al+3].[Cl-].[Cl-].[Cl:20][C:21]1[CH:29]=[C:28]([C:30]#[N:31])[CH:27]=[C:26]([Cl:32])[C:22]=1[C:23](Cl)=[O:24], predict the reaction product. The product is: [Cl:20][C:21]1[CH:29]=[C:28]([C:30]#[N:31])[CH:27]=[C:26]([Cl:32])[C:22]=1[C:23]([C:3]1[C:4]2[C:5](=[C:6]([NH:10][C:11]([CH:13]3[CH2:14][CH2:15]3)=[O:12])[N:7]=[CH:8][CH:9]=2)[NH:1][CH:2]=1)=[O:24]. (5) Given the reactants [F:1][C:2]1[CH:7]=[CH:6][C:5]([C:8]([F:11])([F:10])[F:9])=[CH:4][C:3]=1[NH:12][C:13]([NH:15][C:16]1[CH:21]=[CH:20][C:19]([C:22]2[S:26][C:25]([C:27]3([OH:32])[CH2:31][CH2:30][NH:29][CH2:28]3)=[N:24][CH:23]=2)=[CH:18][CH:17]=1)=[O:14].[C:33](O)(=O)C.C=O, predict the reaction product. The product is: [F:1][C:2]1[CH:7]=[CH:6][C:5]([C:8]([F:10])([F:11])[F:9])=[CH:4][C:3]=1[NH:12][C:13]([NH:15][C:16]1[CH:17]=[CH:18][C:19]([C:22]2[S:26][C:25]([C:27]3([OH:32])[CH2:31][CH2:30][N:29]([CH3:33])[CH2:28]3)=[N:24][CH:23]=2)=[CH:20][CH:21]=1)=[O:14]. (6) Given the reactants [NH2:1][C:2]1[N:11]=[CH:10][C:9]2[C:8](SC)=[N:7][CH:6]=[N:5][C:4]=2[CH:3]=1.[CH3:14][O:15][C:16]1[CH:17]=[C:18]([CH:21]=[CH:22][CH:23]=1)[CH2:19][NH2:20], predict the reaction product. The product is: [NH2:1][C:2]1[N:11]=[CH:10][C:9]2[C:8]([NH:20][CH2:19][C:18]3[CH:21]=[CH:22][CH:23]=[C:16]([O:15][CH3:14])[CH:17]=3)=[N:7][CH:6]=[N:5][C:4]=2[CH:3]=1.